Dataset: Forward reaction prediction with 1.9M reactions from USPTO patents (1976-2016). Task: Predict the product of the given reaction. (1) Given the reactants [Cl:1][C:2]1[CH:3]=[CH:4][C:5]2[NH:11][C:10](=O)[C@@H:9]([CH2:13][C:14]([O:16][CH2:17][CH3:18])=[O:15])[S:8][C@H:7]([C:19]3[CH:24]=[CH:23][CH:22]=[C:21]([F:25])[C:20]=3[F:26])[C:6]=2[CH:27]=1.COC1C=CC(P2(SP(C3C=CC(OC)=CC=3)(=S)S2)=[S:37])=CC=1, predict the reaction product. The product is: [Cl:1][C:2]1[CH:3]=[CH:4][C:5]2[NH:11][C:10](=[S:37])[C@@H:9]([CH2:13][C:14]([O:16][CH2:17][CH3:18])=[O:15])[S:8][C@H:7]([C:19]3[CH:24]=[CH:23][CH:22]=[C:21]([F:25])[C:20]=3[F:26])[C:6]=2[CH:27]=1. (2) Given the reactants C[O:2][C:3]([C:5]1[C:6]([CH3:28])=[C:7]([C:10]2[CH:11]=[N:12][N:13]([CH:15]3[CH2:20][CH2:19][N:18]([C:21]([O:23][C:24]([CH3:27])([CH3:26])[CH3:25])=[O:22])[CH2:17][CH2:16]3)[CH:14]=2)[S:8][CH:9]=1)=[O:4].[OH-].[Na+], predict the reaction product. The product is: [C:24]([O:23][C:21]([N:18]1[CH2:19][CH2:20][CH:15]([N:13]2[CH:14]=[C:10]([C:7]3[S:8][CH:9]=[C:5]([C:3]([OH:4])=[O:2])[C:6]=3[CH3:28])[CH:11]=[N:12]2)[CH2:16][CH2:17]1)=[O:22])([CH3:27])([CH3:26])[CH3:25].